Dataset: Full USPTO retrosynthesis dataset with 1.9M reactions from patents (1976-2016). Task: Predict the reactants needed to synthesize the given product. Given the product [C:28]([O:32][C:33]([N:35]1[CH2:41][C:40]2[CH:42]=[CH:43][CH:44]=[CH:45][C:39]=2[N:38]([C:19](=[O:20])[C:18]2[CH:22]=[CH:23][C:15]([CH2:14][CH2:13][CH2:12][C:11]([N:8]3[CH2:9][CH2:10][N:5]([CH2:4][CH2:3][C:2]([CH3:1])([CH3:27])[CH3:26])[CH2:6][CH2:7]3)=[O:25])=[C:16]([CH3:24])[CH:17]=2)[CH2:37][CH2:36]1)=[O:34])([CH3:31])([CH3:29])[CH3:30], predict the reactants needed to synthesize it. The reactants are: [CH3:1][C:2]([CH3:27])([CH3:26])[CH2:3][CH2:4][N:5]1[CH2:10][CH2:9][N:8]([C:11](=[O:25])[CH2:12][CH2:13][CH2:14][C:15]2[CH:23]=[CH:22][C:18]([C:19](O)=[O:20])=[CH:17][C:16]=2[CH3:24])[CH2:7][CH2:6]1.[C:28]([O:32][C:33]([N:35]1[CH2:41][C:40]2[CH:42]=[CH:43][CH:44]=[CH:45][C:39]=2[NH:38][CH2:37][CH2:36]1)=[O:34])([CH3:31])([CH3:30])[CH3:29].CCN(C(C)C)C(C)C.